This data is from Forward reaction prediction with 1.9M reactions from USPTO patents (1976-2016). The task is: Predict the product of the given reaction. (1) Given the reactants [OH:1][C:2]1[C:6]([C:7]([O:9][CH2:10][CH3:11])=[O:8])=[CH:5][N:4](C(OC(C)(C)C)=O)[N:3]=1.[CH:19](O)([CH3:21])[CH3:20].C(P(CCCC)CCCC)CCC.N(C(OCC)=O)=NC(OCC)=O, predict the reaction product. The product is: [CH:19]([O:1][C:2]1[C:6]([C:7]([O:9][CH2:10][CH3:11])=[O:8])=[CH:5][NH:4][N:3]=1)([CH3:21])[CH3:20]. (2) Given the reactants [CH2:1]([N:8]1[CH2:26][CH2:25][C:11]2([N:15]([C:16]3[CH:21]=[CH:20][CH:19]=[C:18]([F:22])[CH:17]=3)[C:14](=[O:23])[CH2:13][C:12]2=O)[CH2:10][CH2:9]1)[C:2]1[CH:7]=[CH:6][CH:5]=[CH:4][CH:3]=1.O.C1(C)C=CC(S(O)(=O)=O)=CC=1.[F:39][C:40]1[CH:46]=[CH:45][C:43]([NH2:44])=[CH:42][CH:41]=1, predict the reaction product. The product is: [CH2:1]([N:8]1[CH2:26][CH2:25][C:11]2([N:15]([C:16]3[CH:21]=[CH:20][CH:19]=[C:18]([F:22])[CH:17]=3)[C:14](=[O:23])[CH:13]=[C:12]2[NH:44][C:43]2[CH:45]=[CH:46][C:40]([F:39])=[CH:41][CH:42]=2)[CH2:10][CH2:9]1)[C:2]1[CH:3]=[CH:4][CH:5]=[CH:6][CH:7]=1.